From a dataset of Experimentally validated miRNA-target interactions with 360,000+ pairs, plus equal number of negative samples. Binary Classification. Given a miRNA mature sequence and a target amino acid sequence, predict their likelihood of interaction. (1) The miRNA is mmu-miR-297b-5p with sequence AUGUAUGUGUGCAUGAACAUGU. The protein sequence of the target gene is MLLPSDVARLVLGYLQQENLTSTCQTFILESSNLKEYAEHCTDEGFIPACLLSLFGKNLTTILNEYVAMKAKETSNDVPTIMSSLWKKLDHTLSQIRSMHSSPGFAAHQRARTRNGIAEIKRQRWLASQAAPVSSELLVLPYASGQFTTSPLVATQAVKPTGPISTPVRSNIVVVNQSQPQSTVTNTAGESLNIIPGPQERKTQTSLMSPGRRKSESQKKSLTSSGPHSSRNFQDPNAFAVEKQMVIENAREKILSNKSLQEKLAENINKFLTSDSSVAQVPKQTDSNPTEPETSIDELL.... Result: 0 (no interaction). (2) The miRNA is hsa-miR-518c-5p with sequence UCUCUGGAGGGAAGCACUUUCUG. The protein sequence of the target gene is MAQFGGQKNPPWATQFTATAVSQPAALGVQQPSLLGASPTIYTQQTALAAAGLTTQTPANYQLTQTAALQQQAAAAAAALQQQYSQPQQALYSVQQQLQQPQQTLLTQPAVALPTSLSLSTPQPTAQITVSYPTPRSSQQQTQPQKQRVFTGVVTKLHDTFGFVDEDVFFQLSAVKGKTPQVGDRVLVEATYNPNMPFKWNAQRIQTLPNQNQSQTQPLLKTPPAVLQPIAPQTTFGVQTQPQPQSLLQAQISAASITPLLQTQPQPLLQQPQQKAGLLQPPVRIVSQPQPARRLDPPSR.... Result: 0 (no interaction). (3) The miRNA is mmu-miR-181b-5p with sequence AACAUUCAUUGCUGUCGGUGGGUU. The protein sequence of the target gene is MENAHTKTVEEVLGHFGVNESTGLSLEQVKKLKERWGSNELPAEEGKTLLELVIEQFEDLLVRILLLAACISFVLAWFEEGEETITAFVEPFVILLILVANAIVGVWQERNAENAIEALKEYEPEMGKVYRQDRKSVQRIKAKDIVPGDIVEIAVGDKVPADIRLTSIKSTTLRVDQSILTGESVSVIKHTDPVPDPRAVNQDKKNMLFSGTNIAAGKAMGVVVATGVNTEIGKIRDEMVATEQERTPLQQKLDEFGEQLSKVISLICIAVWIINIGHFNDPVHGGSWIRGAIYYFKIAV.... Result: 1 (interaction). (4) The miRNA is rno-miR-7a-5p with sequence UGGAAGACUAGUGAUUUUGUUGU. The protein sequence of the target gene is MATIVPCSLEKEEGAPSGPRRLQTEIDVDANDSGNELSMGGSSSEGDSMSHHRGEHSPNHHHQDNHLGSGPPPPQFTGSLFDTPPSMIQSPQQQPQFQFNTGFGLGLPQDSFRCSVCSKSSTIGVLPFVCAHKTCQSCYQMTPSSYDRRACKLCGAVSTATANFTSQMYLSPTLPSPPRGALMSDCSTPTMNNHINSSTPLHQPRAFSFSLSGMPGSPSPVMGARMPSSAGGLMMRPIGFPDSDSSLTSWSPLQQPSQLSINNLSSIGGHQQQSPMLMQNVFDSLAVNDDTPVFSPLSPT.... Result: 0 (no interaction). (5) Result: 0 (no interaction). The protein sequence of the target gene is MRPAFAVGLVFAGCCSNVIFLELLARTHPGCGNIVTFAQFLFIAVEGFLFEANLGRKPPAIPIRYYAIMVTMFFTVSVVNNYALNLNIAMPLHMIFRSGSLIANMILGIIILKKRYSMFKYTSIALVSAGIFICTFMSAKQVTVQTGLSDKDGFQAFAWWLLGIAALTFALLMSARMGIFQETLYRQFGKHSKEALFYNHALPLPGFIFLASDIYDHVVLFNKSELYQVPVIGVTMPVMWFYLLMNVVTQYVCIRGVFILTTECTSLTVTLVVTLRKFVSLIFSILYFQNQFTMWHWLGT.... The miRNA is hsa-miR-138-5p with sequence AGCUGGUGUUGUGAAUCAGGCCG. (6) The miRNA is hsa-miR-6894-3p with sequence UUGCCUGCCCUCUUCCUCCAG. The protein sequence of the target gene is MMAEQVKCASPVAASGAGPGPVVNAELEVKKLQELVRKLEKQNEQLRSRAASAAAAPHLLLLQPPPPSAPPPAGACSPLATHRAPASTTSPGPGALGPAFPGTYCLPSPAPSLLCSLQPADAPFVYSKPAAGFFGGGGSPEPGTAGTPPGEAATPPLPPPTLLDEVEPLDLESLAAWSEEDDYTWLYVGSSKTFTSPEKSPSPLQWCRHVLDNPTPEMEAARRSLRFRLEQGYTSRGSPLSPQSSIDSELSTSELEDDSISMGYKLQDLTDVQIMARLQEESLRQDYASTSASVSRNSSS.... Result: 0 (no interaction). (7) The miRNA is hsa-miR-6894-5p with sequence AGGAGGAUGGAGAGCUGGGCCAGA. The protein sequence of the target gene is MTAPEKPVKQEEMAALDVDSGGGGGGGGGHGEYLQQQQQHGNGAVAAAAAAQDTQPSPLALLAATCSKIGPPSPGDDEEEAAAAAGAPAAAGATGDLASAQLGGAPNRWEVLSATPTTIKDEAGNLVQIPSAATSSGQYVLPLQNLQNQQIFSVAPGSDSSNGTVSSVQYQVIPQIQSADGQQVQIGFTGSSDNGGINQESSQIQIIPGSNQTLLASGTPSANIQNLIPQTGQVQVQGVAIGGSSFPGQTQVVANVPLGLPGNITFVPINSVDLDSLGLSGSSQTMTAGINADGHLINTG.... Result: 0 (no interaction). (8) The miRNA is hsa-miR-4684-5p with sequence CUCUCUACUGACUUGCAACAUA. The protein sequence of the target gene is MASGSGTKNLDFRRKWDKDEYEKLAEKRLTEEREKKDGKPVQPVKRELLRHRDYKVDLESKLGKTIVITKTTPQSEMGGYYCNVCDCVVKDSINFLDHINGKKHQRNLGMSMRVERSTLDQVKKRFEVNKKKMEEKQKDYDFEERMKELREEEEKAKAYKKEKQKEKKRRAEEDLTFEEDDEMAAVMGFSGFGSTKKSY. Result: 1 (interaction).